Dataset: Forward reaction prediction with 1.9M reactions from USPTO patents (1976-2016). Task: Predict the product of the given reaction. (1) Given the reactants [CH2:1]([C@@H:8]1[CH2:13][C@@H:12]([C:14]2[O:18][NH:17][C:16](=[O:19])[CH:15]=2)[CH2:11][CH2:10][N:9]1C(OC)=O)[C:2]1[CH:7]=[CH:6][CH:5]=[CH:4][CH:3]=1, predict the reaction product. The product is: [CH2:1]([C@@H:8]1[CH2:13][C@@H:12]([C:14]2[O:18][NH:17][C:16](=[O:19])[CH:15]=2)[CH2:11][CH2:10][NH:9]1)[C:2]1[CH:3]=[CH:4][CH:5]=[CH:6][CH:7]=1. (2) Given the reactants [CH3:1][C:2]1[C:7]([CH3:8])=[C:6]([N:9]2[CH2:14][CH2:13][N:12]([C:15]3[CH:20]=[CH:19][C:18]([C:21]([F:24])([F:23])[F:22])=[CH:17][N:16]=3)[CH2:11][CH2:10]2)[N:5]=[N:4][C:3]=1[CH2:25][C:26]#[N:27].[NH2:28]O.C1C[O:33][CH2:32][CH2:31]1, predict the reaction product. The product is: [CH3:1][C:2]1[C:7]([CH3:8])=[C:6]([N:9]2[CH2:10][CH2:11][N:12]([C:15]3[CH:20]=[CH:19][C:18]([C:21]([F:24])([F:23])[F:22])=[CH:17][N:16]=3)[CH2:13][CH2:14]2)[N:5]=[N:4][C:3]=1[CH2:25][C:26]1[N:28]=[C:32]([CH3:31])[O:33][N:27]=1. (3) Given the reactants [F:1][C:2]1[C:3]([OH:35])=[CH:4][CH:5]=[C:6]2[C:10]=1[N:9]([C:11]1[N:15]=[C:14]([CH:16]3[CH2:21][CH2:20][N:19]([CH:22]4[CH2:27][CH2:26][N:25]([C:28](=[O:31])[CH2:29]O)[CH2:24][CH2:23]4)[CH2:18][CH2:17]3)[O:13][N:12]=1)[N:8]=[C:7]2[CH:32]([CH3:34])[CH3:33].FC1C(OC)=CC=C2C=1N(C1N=C(C3CCN(C4CCN(C(=O)C)CC4)CC3)ON=1)N=C2C(C)C, predict the reaction product. The product is: [F:1][C:2]1[C:3]([OH:35])=[CH:4][CH:5]=[C:6]2[C:10]=1[N:9]([C:11]1[N:15]=[C:14]([CH:16]3[CH2:21][CH2:20][N:19]([CH:22]4[CH2:27][CH2:26][N:25]([C:28](=[O:31])[CH3:29])[CH2:24][CH2:23]4)[CH2:18][CH2:17]3)[O:13][N:12]=1)[N:8]=[C:7]2[CH:32]([CH3:33])[CH3:34]. (4) Given the reactants C(P(=O)(O[CH2:8][CH3:9])OCC)#N.NC([C:14]1[CH:15]=[C:16]([CH:20]=[C:21]([C:23](N(CCC)CCC)=O)[CH:22]=1)[C:17]([OH:19])=O)=O.F[C:33](F)(F)[C:34]([OH:36])=O.[NH2:39][C@@H:40]([CH2:54][C:55]1[CH:60]=[C:59](F)[CH:58]=[C:57](F)[CH:56]=1)[C@H:41]([OH:53])[CH2:42][NH:43][CH2:44][C:45]1[CH:50]=[CH:49][CH:48]=[C:47]([O:51][CH3:52])[CH:46]=1.C([N:65]([CH2:68][CH3:69])CC)C.Cl[CH2:71]Cl, predict the reaction product. The product is: [CH2:54]([C@H:40]([NH:39][C:17](=[O:19])[C:16]1[CH:20]=[C:21]([CH3:23])[CH:22]=[C:14]([N:65]([C:34](=[O:36])[CH2:33][CH2:8][CH3:9])[CH2:68][CH2:69][CH3:71])[CH:15]=1)[C@H:41]([OH:53])[CH2:42][NH:43][CH2:44][C:45]1[CH:50]=[CH:49][CH:48]=[C:47]([O:51][CH3:52])[CH:46]=1)[C:55]1[CH:60]=[CH:59][CH:58]=[CH:57][CH:56]=1. (5) Given the reactants Cl.[CH2:2]([NH2:13])[CH2:3][C:4]1[CH:12]=[CH:11][C:10]2[O:9][CH2:8][O:7][C:6]=2[CH:5]=1.C(N(CC)CC)C.[Cl:21][CH2:22][C:23](Cl)=[O:24], predict the reaction product. The product is: [Cl:21][CH2:22][C:23]([NH:13][CH2:2][CH2:3][C:4]1[CH:12]=[CH:11][C:10]2[O:9][CH2:8][O:7][C:6]=2[CH:5]=1)=[O:24].